Dataset: Full USPTO retrosynthesis dataset with 1.9M reactions from patents (1976-2016). Task: Predict the reactants needed to synthesize the given product. (1) Given the product [N:14]1[CH:13]=[CH:12][N:9]2[CH:10]=[CH:11][C:6]([CH2:5][C:4]([OH:15])=[O:3])=[CH:7][C:8]=12, predict the reactants needed to synthesize it. The reactants are: C([O:3][C:4](=[O:15])[CH2:5][C:6]1[CH:11]=[CH:10][N:9]2[CH:12]=[CH:13][N:14]=[C:8]2[CH:7]=1)C.[OH-].[Na+].Cl. (2) Given the product [N:17]1([CH2:2][CH2:3][CH2:4][O:5][C:6]2[CH:7]=[C:8]3[C:13](=[CH:14][CH:15]=2)[NH:12][C:11](=[O:16])[CH2:10][CH2:9]3)[CH2:21][CH2:20][CH2:19][CH2:18]1, predict the reactants needed to synthesize it. The reactants are: Cl[CH2:2][CH2:3][CH2:4][O:5][C:6]1[CH:7]=[C:8]2[C:13](=[CH:14][CH:15]=1)[NH:12][C:11](=[O:16])[CH2:10][CH2:9]2.[NH:17]1[CH2:21][CH2:20][CH2:19][CH2:18]1. (3) The reactants are: [Cl:1][C:2]1[C:3]([O:29][C:30]2[CH:35]=[CH:34][C:33]([C:36]3[CH:41]=[CH:40][C:39]([C:42]([F:45])([F:44])[F:43])=[CH:38][CH:37]=3)=[CH:32][C:31]=2[C:46](=O)/[CH:47]=[CH:48]/N(C)C)=[CH:4][C:5]([F:28])=[C:6]([S:8]([N:11]([CH2:17][C:18]2[CH:23]=[CH:22][C:21]([O:24][CH3:25])=[CH:20][C:19]=2[O:26][CH3:27])[C:12]2[S:13][CH:14]=[N:15][N:16]=2)(=[O:10])=[O:9])[CH:7]=1.[NH:53]([CH:55]1[CH2:58][N:57]([C:59]([O:61][C:62]([CH3:65])([CH3:64])[CH3:63])=[O:60])[CH2:56]1)[NH2:54].C(=O)([O-])O.[Na+]. Given the product [Cl:1][C:2]1[CH:7]=[C:6]([S:8]([N:11]([CH2:17][C:18]2[CH:23]=[CH:22][C:21]([O:24][CH3:25])=[CH:20][C:19]=2[O:26][CH3:27])[C:12]2[S:13][CH:14]=[N:15][N:16]=2)(=[O:10])=[O:9])[C:5]([F:28])=[CH:4][C:3]=1[O:29][C:30]1[CH:35]=[CH:34][C:33]([C:36]2[CH:41]=[CH:40][C:39]([C:42]([F:45])([F:43])[F:44])=[CH:38][CH:37]=2)=[CH:32][C:31]=1[C:46]1[N:53]([CH:55]2[CH2:56][N:57]([C:59]([O:61][C:62]([CH3:65])([CH3:64])[CH3:63])=[O:60])[CH2:58]2)[N:54]=[CH:48][CH:47]=1, predict the reactants needed to synthesize it. (4) The reactants are: CS(OC[C@@H:7]1[O:12][C:11]2[CH:13]=[CH:14][C:15]([O:17][CH2:18][C:19]3[CH:24]=[CH:23][CH:22]=[CH:21]C=3)=[CH:16][C:10]=2[O:9][CH2:8]1)(=O)=O.N1CCC(CCN2CCOC2=O)C[CH2:26]1.[CH2:39]([C@H:46]1[CH2:50][O:49][C:48](=[O:51])[N:47]1[CH2:52][CH2:53][CH:54]1[CH2:59][CH2:58][NH:57][CH2:56][CH2:55]1)[C:40]1[CH:45]=[CH:44][CH:43]=[CH:42][CH:41]=1. Given the product [CH2:39]([C@H:46]1[CH2:50][O:49][C:48](=[O:51])[N:47]1[CH2:52][CH2:53][CH:54]1[CH2:59][CH2:58][N:57]([CH2:26][C@@H:8]2[O:9][C:10]3[CH:16]=[C:15]([O:17][C:18]4[CH:19]=[CH:24][CH:23]=[CH:22][CH:21]=4)[CH:14]=[CH:13][C:11]=3[O:12][CH2:7]2)[CH2:56][CH2:55]1)[C:40]1[CH:41]=[CH:42][CH:43]=[CH:44][CH:45]=1, predict the reactants needed to synthesize it.